This data is from Catalyst prediction with 721,799 reactions and 888 catalyst types from USPTO. The task is: Predict which catalyst facilitates the given reaction. (1) Reactant: [Cl-].CC1C=C(C)C=C(C)C=1[N+]1C=CN(C2C(C)=CC(C)=CC=2C)C=1.C([O-])([O-])=O.[Cs+].[Cs+].Br[C:32]1[N:37]=[C:36]([CH:38]([S:43][C:44]2[CH:49]=[CH:48][C:47]([O:50][CH2:51][C:52]([O:54][CH2:55][CH3:56])=[O:53])=[C:46]([CH3:57])[CH:45]=2)[CH2:39][O:40][CH2:41][CH3:42])[CH:35]=[CH:34][CH:33]=1.[F:58][C:59]([F:72])([F:71])[C:60]1[CH:65]=[CH:64][C:63](B2OCCO2)=[CH:62][CH:61]=1. Product: [CH2:41]([O:40][CH2:39][CH:38]([S:43][C:44]1[CH:49]=[CH:48][C:47]([O:50][CH2:51][C:52]([O:54][CH2:55][CH3:56])=[O:53])=[C:46]([CH3:57])[CH:45]=1)[C:36]1[CH:35]=[CH:34][CH:33]=[C:32]([C:63]2[CH:64]=[CH:65][C:60]([C:59]([F:72])([F:71])[F:58])=[CH:61][CH:62]=2)[N:37]=1)[CH3:42]. The catalyst class is: 160. (2) Reactant: [NH2:1][C@@H:2]([CH2:13][N:14]1[CH:19]2[CH2:20][CH2:21][CH:15]1[CH2:16][N:17]([CH2:22][C:23]1[CH:28]=[CH:27][CH:26]=[CH:25][CH:24]=1)[CH2:18]2)[CH2:3][O:4][C:5]1[CH:12]=[CH:11][C:8]([C:9]#[N:10])=[CH:7][CH:6]=1.C(Cl)Cl.C(N(CC)CC)C.[CH3:39][O:40][C:41](Cl)=[O:42]. Product: [CH2:22]([N:17]1[CH2:18][CH:19]2[N:14]([CH2:13][C@H:2]([NH:1][C:41](=[O:42])[O:40][CH3:39])[CH2:3][O:4][C:5]3[CH:12]=[CH:11][C:8]([C:9]#[N:10])=[CH:7][CH:6]=3)[CH:15]([CH2:21][CH2:20]2)[CH2:16]1)[C:23]1[CH:24]=[CH:25][CH:26]=[CH:27][CH:28]=1. The catalyst class is: 6. (3) Reactant: [O:1]1[CH2:6][CH2:5][CH2:4][CH2:3][CH:2]1[O:7][C:8]1[CH:13]=[CH:12][C:11]([C:14]([C:16]2[N:21]=[CH:20][C:19](B3OC(C)(C)C(C)(C)O3)=[CH:18][N:17]=2)=[O:15])=[CH:10][CH:9]=1.[OH:31]O. Product: [OH:31][C:19]1[CH:18]=[N:17][C:16]([C:14]([C:11]2[CH:12]=[CH:13][C:8]([O:7][CH:2]3[CH2:3][CH2:4][CH2:5][CH2:6][O:1]3)=[CH:9][CH:10]=2)=[O:15])=[N:21][CH:20]=1. The catalyst class is: 1. (4) The catalyst class is: 3. Reactant: [CH2:1]([N:3]1[C:7]2[C:8]([NH2:12])=[CH:9][CH:10]=[CH:11][C:6]=2[N:5]=[C:4]1[CH3:13])[CH3:2].[CH:14]([O:17][C:18]1[CH:23]=[CH:22][C:21]([S:24]([NH2:27])(=[O:26])=[O:25])=[CH:20][C:19]=1[N:28]=[C:29]=[S:30])([CH3:16])[CH3:15]. Product: [CH2:1]([N:3]1[C:7]2[C:8]([NH:12][C:29](=[S:30])[NH:28][C:19]3[CH:20]=[C:21]([S:24]([NH2:27])(=[O:26])=[O:25])[CH:22]=[CH:23][C:18]=3[O:17][CH:14]([CH3:16])[CH3:15])=[CH:9][CH:10]=[CH:11][C:6]=2[N:5]=[C:4]1[CH3:13])[CH3:2]. (5) Reactant: [Br:1][C:2]1[CH:7]=[CH:6][C:5]([C:8]2[N:9]=[C:10]([NH:13][C@H:14]([C:19](OC)=[O:20])[C:15]([F:18])([F:17])[F:16])[S:11][CH:12]=2)=[CH:4][CH:3]=1.[H-].[Al+3].[Li+].[H-].[H-].[H-]. Product: [Br:1][C:2]1[CH:7]=[CH:6][C:5]([C:8]2[N:9]=[C:10]([NH:13][CH:14]([C:15]([F:17])([F:16])[F:18])[CH2:19][OH:20])[S:11][CH:12]=2)=[CH:4][CH:3]=1. The catalyst class is: 7. (6) Reactant: [Cl:1][C:2]1[CH:3]=[C:4]2[C:9](=[CH:10][CH:11]=1)[CH:8]=[C:7]([S:12][CH2:13][C@@H:14]([OH:19])[C:15]([O:17]C)=[O:16])[CH:6]=[CH:5]2.[OH-].[Na+]. Product: [Cl:1][C:2]1[CH:3]=[C:4]2[C:9](=[CH:10][CH:11]=1)[CH:8]=[C:7]([S:12][CH2:13][C@@H:14]([OH:19])[C:15]([OH:17])=[O:16])[CH:6]=[CH:5]2. The catalyst class is: 8.